From a dataset of Forward reaction prediction with 1.9M reactions from USPTO patents (1976-2016). Predict the product of the given reaction. (1) Given the reactants [CH3:1][CH:2]1[CH2:7][NH:6][CH2:5][CH2:4][NH:3]1.C(N(CC)CC)C.[C:15](Cl)([C:28]1[CH:33]=[CH:32][CH:31]=[CH:30][CH:29]=1)([C:22]1[CH:27]=[CH:26][CH:25]=[CH:24][CH:23]=1)[C:16]1[CH:21]=[CH:20][CH:19]=[CH:18][CH:17]=1, predict the reaction product. The product is: [CH3:1][C@@H:2]1[NH:3][CH2:4][CH2:5][N:6]([C:15]([C:16]2[CH:21]=[CH:20][CH:19]=[CH:18][CH:17]=2)([C:28]2[CH:29]=[CH:30][CH:31]=[CH:32][CH:33]=2)[C:22]2[CH:23]=[CH:24][CH:25]=[CH:26][CH:27]=2)[CH2:7]1. (2) Given the reactants F[P-](F)(F)(F)(F)F.N1(O[P+](N(C)C)(N(C)C)N(C)C)C2C=CC=CC=2N=N1.[Cl:28][C:29]1[CH:34]=[CH:33][CH:32]=[C:31]([F:35])[C:30]=1[CH2:36][C:37]([OH:39])=O.Cl.[CH3:41][NH:42][O:43][CH3:44].C(N(CC)CC)C, predict the reaction product. The product is: [Cl:28][C:29]1[CH:34]=[CH:33][CH:32]=[C:31]([F:35])[C:30]=1[CH2:36][C:37]([N:42]([O:43][CH3:44])[CH3:41])=[O:39]. (3) Given the reactants [O:1]([C:4]1[CH:5]=[C:6]([C:16]2[CH:17]=[CH:18][C:19]([N:22]3[CH2:28][CH2:27][CH2:26][N:25]([C:29]4[CH:34]=[CH:33][C:32]([C:35]5[CH:40]=[C:39]([O:41][CH2:42][CH3:43])[C:38]([O:44][CH2:45][CH3:46])=[C:37]([O:47][CH2:48][CH3:49])[CH:36]=5)=[CH:31][N:30]=4)[CH2:24][CH2:23]3)=[N:20][CH:21]=2)[CH:7]=[C:8]([O:13][CH2:14][CH3:15])[C:9]=1[O:10][CH2:11][CH3:12])[CH2:2][CH3:3].[CH3:50][S:51]([OH:54])(=[O:53])=[O:52], predict the reaction product. The product is: [CH3:50][S:51]([OH:54])(=[O:53])=[O:52].[CH3:50][S:51]([OH:54])(=[O:53])=[O:52].[CH2:48]([O:47][C:37]1[CH:36]=[C:35]([C:32]2[CH:33]=[CH:34][C:29]([N:25]3[CH2:26][CH2:27][CH2:28][N:22]([C:19]4[CH:18]=[CH:17][C:16]([C:6]5[CH:7]=[C:8]([O:13][CH2:14][CH3:15])[C:9]([O:10][CH2:11][CH3:12])=[C:4]([O:1][CH2:2][CH3:3])[CH:5]=5)=[CH:21][N:20]=4)[CH2:23][CH2:24]3)=[N:30][CH:31]=2)[CH:40]=[C:39]([O:41][CH2:42][CH3:43])[C:38]=1[O:44][CH2:45][CH3:46])[CH3:49]. (4) Given the reactants [Cl:1][C:2]1[S:6][C:5]([C:7](Cl)=[O:8])=[CH:4][CH:3]=1.Cl.[NH2:11][CH2:12][C@H:13]([OH:16])[CH2:14][OH:15], predict the reaction product. The product is: [OH:16][C@H:13]([CH2:14][OH:15])[CH2:12][NH:11][C:7]([C:5]1[S:6][C:2]([Cl:1])=[CH:3][CH:4]=1)=[O:8]. (5) Given the reactants [CH3:1][O:2][C:3](=[O:14])[C:4]1[CH:9]=[CH:8][C:7]([N+:10]([O-:12])=[O:11])=[CH:6][C:5]=1[NH2:13].C(N(CC)CC)C.[F:22][C:23]([F:38])([F:37])[C:24]1[CH:25]=[C:26]([CH:30]=[C:31]([C:33]([F:36])([F:35])[F:34])[CH:32]=1)[C:27](Cl)=[O:28].C(=O)([O-])N, predict the reaction product. The product is: [CH3:1][O:2][C:3](=[O:14])[C:4]1[CH:9]=[CH:8][C:7]([N+:10]([O-:12])=[O:11])=[CH:6][C:5]=1[NH:13][C:27](=[O:28])[C:26]1[CH:30]=[C:31]([C:33]([F:34])([F:35])[F:36])[CH:32]=[C:24]([C:23]([F:22])([F:37])[F:38])[CH:25]=1.